Dataset: Catalyst prediction with 721,799 reactions and 888 catalyst types from USPTO. Task: Predict which catalyst facilitates the given reaction. Reactant: [Cl:1][C:2]1[N:3]=[C:4]([N:12]2[CH2:17][CH2:16][O:15][CH2:14][CH2:13]2)[C:5]2[S:10][C:9](I)=[CH:8][C:6]=2[N:7]=1.CC1(C)C(C)(C)OB([C:26]2[CH:27]=[C:28]([CH:30]=[CH:31][CH:32]=2)[NH2:29])O1.C([O-])([O-])=O.[Na+].[Na+]. Product: [Cl:1][C:2]1[N:3]=[C:4]([N:12]2[CH2:17][CH2:16][O:15][CH2:14][CH2:13]2)[C:5]2[S:10][C:9]([C:26]3[CH:27]=[C:28]([CH:30]=[CH:31][CH:32]=3)[NH2:29])=[CH:8][C:6]=2[N:7]=1. The catalyst class is: 745.